From a dataset of Catalyst prediction with 721,799 reactions and 888 catalyst types from USPTO. Predict which catalyst facilitates the given reaction. (1) Reactant: [F:1][C:2]1[CH:3]=[CH:4][C:5]([OH:20])=[C:6]([C@H:8]2[CH2:12][CH2:11][CH2:10][N:9]2C(OC(C)(C)C)=O)[CH:7]=1.[ClH:21]. Product: [ClH:21].[F:1][C:2]1[CH:3]=[CH:4][C:5]([OH:20])=[C:6]([C@H:8]2[CH2:12][CH2:11][CH2:10][NH:9]2)[CH:7]=1. The catalyst class is: 2. (2) Reactant: [C:1]1([NH:7][C:8]2[CH:13]=[CH:12][CH:11]=[CH:10][C:9]=2[NH2:14])[CH:6]=[CH:5][CH:4]=[CH:3][CH:2]=1.C([O-])([O-])=O.[K+].[K+].Br[CH2:22][C:23]([N:25]1[C:31]2[CH:32]=[CH:33][CH:34]=[CH:35][C:30]=2[CH2:29][CH2:28][CH2:27][CH2:26]1)=[O:24].CCOC(C)=O. Product: [O:24]=[C:23]([N:25]1[C:31]2[CH:32]=[CH:33][CH:34]=[CH:35][C:30]=2[CH2:29][CH2:28][CH2:27][CH2:26]1)[CH2:22][NH:14][C:9]1[C:8]([NH:7][C:1]2[CH:2]=[CH:3][CH:4]=[CH:5][CH:6]=2)=[CH:13][CH:12]=[CH:11][CH:10]=1. The catalyst class is: 3.